The task is: Predict the reactants needed to synthesize the given product.. This data is from Full USPTO retrosynthesis dataset with 1.9M reactions from patents (1976-2016). (1) Given the product [Cl:1][C:2]1[CH:7]=[CH:6][C:5]([CH2:8][C@H:9]([NH2:27])[CH2:10][CH2:11][N:12]2[CH:16]=[C:15]([C:17]3[CH:18]=[C:19]4[C:24](=[CH:25][CH:26]=3)[CH:23]=[N:22][CH:21]=[CH:20]4)[CH:14]=[N:13]2)=[CH:4][CH:3]=1, predict the reactants needed to synthesize it. The reactants are: [Cl:1][C:2]1[CH:7]=[CH:6][C:5]([CH2:8][C@H:9]([NH:27]C(=O)OC(C)(C)C)[CH2:10][CH2:11][N:12]2[CH:16]=[C:15]([C:17]3[CH:18]=[C:19]4[C:24](=[CH:25][CH:26]=3)[CH:23]=[N:22][CH:21]=[CH:20]4)[CH:14]=[N:13]2)=[CH:4][CH:3]=1.C(O)(C(F)(F)F)=O. (2) Given the product [CH3:4][CH2:3][CH2:2][CH2:1][C:5]1[N:9]([CH2:10][C:11]2[CH:16]=[CH:15][C:14]([C:17]3[CH:22]=[CH:21][CH:20]=[CH:19][C:18]=3[C:23]3[N:27]=[N:26][N-:25][N:24]=3)=[CH:13][CH:12]=2)[C:8]([CH2:28][OH:29])=[C:7]([Cl:30])[N:6]=1.[K+:35], predict the reactants needed to synthesize it. The reactants are: [CH2:1]([C:5]1[N:9]([CH2:10][C:11]2[CH:16]=[CH:15][C:14]([C:17]3[CH:22]=[CH:21][CH:20]=[CH:19][C:18]=3[C:23]3[N:24]=[N:25][NH:26][N:27]=3)=[CH:13][CH:12]=2)[C:8]([CH2:28][OH:29])=[C:7]([Cl:30])[N:6]=1)[CH2:2][CH2:3][CH3:4].C(=O)(O)[O-].[K+:35]. (3) Given the product [O:40]1[CH2:41][CH2:42][N:37]([CH2:33][C:30]2[N:29]=[CH:28][C:27]([C:25]3[CH:26]=[CH:8][CH:9]=[C:10]([CH:24]=3)[C:11]([NH2:13])=[O:12])=[CH:32][CH:31]=2)[CH2:38][CH2:39]1, predict the reactants needed to synthesize it. The reactants are: C1(N(C)[C:8]2[C:9](C)=[C:10]([CH:24]=[C:25]([C:27]3[CH:28]=[N:29][C:30]([CH:33]=O)=[CH:31][CH:32]=3)[CH:26]=2)[C:11]([NH:13]CC2C(=O)NC(C)=CC=2C)=[O:12])CCCCC1.[NH:37]1[CH2:42][CH2:41][O:40][CH2:39][CH2:38]1.C(O)(=O)C.C([BH3-])#N.[Na+]. (4) Given the product [C:1]([O:5][C:6]([C:8]1[N:9]2[C@H:12]([S:13](=[O:17])(=[O:18])[CH:14]([Br:29])[C:15]=1[CH3:16])[C@@H:11]([O:19][CH3:20])[C:10]2=[O:21])=[O:7])([CH3:4])([CH3:2])[CH3:3], predict the reactants needed to synthesize it. The reactants are: [C:1]([O:5][C:6]([C:8]1[N:9]2[C@H:12]([S:13](=[O:18])(=[O:17])[CH2:14][C:15]=1[CH3:16])[C@@H:11]([O:19][CH3:20])[C:10]2=[O:21])=[O:7])([CH3:4])([CH3:3])[CH3:2].C(N(CC)CC)C.[Br:29]N1C(=O)CCC1=O. (5) Given the product [Cl:30][C:31]1[CH:39]=[C:38]2[C:34]([C@@:35]3([C@@H:44]([C:45]4[CH:50]=[CH:49][CH:48]=[C:47]([Cl:51])[C:46]=4[F:52])[C@H:43]([C:53]([NH:9][C@H:13]4[CH2:14][CH2:7][C@H:6]([N:3]5[CH2:1][CH:5]([OH:65])[CH2:4]5)[CH2:17][CH2:12]4)=[O:54])[NH:42][C:41]43[CH2:56][CH2:57][C:58]([CH3:62])([CH3:61])[CH2:59][CH2:60]4)[C:36](=[O:40])[NH:37]2)=[CH:33][CH:32]=1, predict the reactants needed to synthesize it. The reactants are: [CH2:1]([N:3]([CH2:6][CH3:7])[CH2:4][CH3:5])C.O[N:9]1[C:13]2[CH:14]=CC=[CH:17][C:12]=2N=N1.Cl.C(N=C=NCCCN(C)C)C.[Cl:30][C:31]1[CH:39]=[C:38]2[C:34]([C:35]3([C@@H:44]([C:45]4[CH:50]=[CH:49][CH:48]=[C:47]([Cl:51])[C:46]=4[F:52])[C@H:43]([C:53](O)=[O:54])[NH:42][C:41]43[CH2:60][CH2:59][C:58]([CH3:62])([CH3:61])[CH2:57][CH2:56]4)[C:36](=[O:40])[NH:37]2)=[CH:33][CH:32]=1.C(OCC)(=[O:65])C.